Predict the reactants needed to synthesize the given product. From a dataset of Full USPTO retrosynthesis dataset with 1.9M reactions from patents (1976-2016). (1) Given the product [N:51]1[CH:52]=[CH:53][CH:54]=[C:49]([NH:48][C:6](=[O:5])[NH:8][C:9]2[CH:14]=[CH:13][C:12]([C:15]3[C:16]4[S:23][CH:22]=[C:21]([C:24]5[CH:29]=[CH:28][C:27]([CH2:30][C:31]([OH:33])=[O:32])=[CH:26][CH:25]=5)[C:17]=4[N:18]=[CH:19][N:20]=3)=[CH:11][CH:10]=2)[N:50]=1, predict the reactants needed to synthesize it. The reactants are: C([O:5][C:6]([NH:8][C:9]1[CH:14]=[CH:13][C:12]([C:15]2[C:16]3[S:23][CH:22]=[C:21]([C:24]4[CH:29]=[CH:28][C:27]([CH2:30][C:31]([O:33]C)=[O:32])=[CH:26][CH:25]=4)[C:17]=3[N:18]=[CH:19][N:20]=2)=[CH:11][CH:10]=1)=O)(C)(C)C.C1C([N+]([O-])=O)=CC=C([Cl-]C([O-])=O)C=1.[NH2:48][C:49]1[N:50]=[N:51][CH:52]=[CH:53][CH:54]=1. (2) Given the product [F:33][C:12]([C:14]([O:20][C:21]([C:24]([C:27]([F:30])([F:28])[F:29])([F:25])[F:26])([F:23])[F:22])([C:16]([F:18])([F:17])[F:19])[F:15])=[O:13], predict the reactants needed to synthesize it. The reactants are: C(O[C:12]([C:14]([O:20][C:21]([C:24]([C:27]([F:30])([F:29])[F:28])([F:26])[F:25])([F:23])[F:22])([C:16]([F:19])([F:18])[F:17])[F:15])=[O:13])(C(F)(F)F)(C(F)(F)F)F.C(OC(C(OC(C(C(F)(F)F)(F)F)(F)F)(C(F)(F)F)F)=O)(C(F)(F)F)C(F)(F)[F:33].[F-].[Na+]. (3) Given the product [OH:21][CH2:15][CH:14]([C:11]1[CH:10]=[CH:9][C:8]([Cl:7])=[CH:13][CH:12]=1)[C:22]#[N:23], predict the reactants needed to synthesize it. The reactants are: C(=O)([O-])[O-].[Na+].[Na+].[Cl:7][C:8]1[CH:13]=[CH:12][C:11]([CH:14]([C:22]#[N:23])[C:15](=[O:21])C(OCC)=O)=[CH:10][CH:9]=1.C=O. (4) Given the product [CH3:31][N:13]([CH2:12][C:11]1[CH:28]=[CH:29][CH:30]=[C:9]([O:8][CH:5]2[CH2:4][CH2:3][N:2]([CH3:1])[CH2:7][CH2:6]2)[CH:10]=1)[CH2:14][C:15]1[CH:20]=[CH:19][C:18]([O:21][C:22]2[CH:23]=[CH:24][CH:25]=[CH:26][CH:27]=2)=[CH:17][CH:16]=1, predict the reactants needed to synthesize it. The reactants are: [CH3:1][N:2]1[CH2:7][CH2:6][CH:5]([O:8][C:9]2[CH:10]=[C:11]([CH:28]=[CH:29][CH:30]=2)[CH2:12][NH:13][CH2:14][C:15]2[CH:20]=[CH:19][C:18]([O:21][C:22]3[CH:27]=[CH:26][CH:25]=[CH:24][CH:23]=3)=[CH:17][CH:16]=2)[CH2:4][CH2:3]1.[CH:31](O)=O. (5) Given the product [CH3:17][O:16][C:7]1[CH:8]=[C:9]2[C:4](=[CH:5][C:6]=1[O:18][CH3:19])[NH:3][C:2]1[N:1]=[CH:23][NH:25][C:11](=[O:12])[C:10]2=1, predict the reactants needed to synthesize it. The reactants are: [NH2:1][C:2]1[NH:3][C:4]2[C:9]([C:10]=1[C:11](OCC)=[O:12])=[CH:8][C:7]([O:16][CH3:17])=[C:6]([O:18][CH3:19])[CH:5]=2.C[O-].[Na+].[CH:23]([NH2:25])=O. (6) Given the product [CH2:15]([N:22]1[CH2:23][CH2:24][CH2:25][CH:14]([C:13]2[NH:3][C:4](=[O:12])[C:5]3[C:6]([CH:11]=2)=[CH:7][CH:8]=[CH:9][CH:10]=3)[CH2:27]1)[C:16]1[CH:21]=[CH:20][CH:19]=[CH:18][CH:17]=1, predict the reactants needed to synthesize it. The reactants are: C([N:3]([CH2:13][CH3:14])[C:4](=[O:12])[C:5]1[CH:10]=[CH:9][CH:8]=[CH:7][C:6]=1[CH3:11])C.[CH2:15]([N:22]1[CH2:27]C[CH2:25][CH:24](C#N)[CH2:23]1)[C:16]1[CH:21]=[CH:20][CH:19]=[CH:18][CH:17]=1. (7) The reactants are: [Cl:1][C:2]1[CH:3]=[C:4]2[C:8](=[CH:9][CH:10]=1)[NH:7][C:6](=[O:11])[C:5]2([N:21]1[CH2:30][C@H:29]([O:31][CH2:32][CH2:33][OH:34])[CH2:28][C@H:22]1[C:23]([N:25]([CH3:27])[CH3:26])=[O:24])[C:12]1[CH:17]=[C:16]([CH3:18])[CH:15]=[CH:14][C:13]=1[O:19][CH3:20].[CH3:35][O:36][C:37]1[CH:42]=[CH:41][C:40]([S:43](Cl)(=[O:45])=[O:44])=[C:39]([O:47][C:48]([F:51])([F:50])[F:49])[CH:38]=1. Given the product [Cl:1][C:2]1[CH:3]=[C:4]2[C:8](=[CH:9][CH:10]=1)[N:7]([S:43]([C:40]1[CH:41]=[CH:42][C:37]([O:36][CH3:35])=[CH:38][C:39]=1[O:47][C:48]([F:49])([F:50])[F:51])(=[O:45])=[O:44])[C:6](=[O:11])[C:5]2([N:21]1[CH2:30][C@H:29]([O:31][CH2:32][CH2:33][OH:34])[CH2:28][C@H:22]1[C:23]([N:25]([CH3:27])[CH3:26])=[O:24])[C:12]1[CH:17]=[C:16]([CH3:18])[CH:15]=[CH:14][C:13]=1[O:19][CH3:20], predict the reactants needed to synthesize it. (8) Given the product [CH3:14][O:15][C:16]1[CH:17]=[C:18]([NH:24][S:10]([C:5]2[CH:6]=[CH:7][CH:8]=[CH:9][C:4]=2[N+:1]([O-:3])=[O:2])(=[O:12])=[O:11])[CH:19]=[N:20][C:21]=1[O:22][CH3:23], predict the reactants needed to synthesize it. The reactants are: [N+:1]([C:4]1[CH:9]=[CH:8][CH:7]=[CH:6][C:5]=1[S:10](Cl)(=[O:12])=[O:11])([O-:3])=[O:2].[CH3:14][O:15][C:16]1[CH:17]=[C:18]([NH2:24])[CH:19]=[N:20][C:21]=1[O:22][CH3:23].N1C=CC=CC=1.